The task is: Predict the reactants needed to synthesize the given product.. This data is from Full USPTO retrosynthesis dataset with 1.9M reactions from patents (1976-2016). (1) Given the product [Br:1][C:2]1[C:3](=[O:27])[N:4]([CH2:18][C:19]2[CH:24]=[CH:23][C:22]([CH2:25][N:29]([CH3:30])[CH3:28])=[CH:21][CH:20]=2)[CH:5]=[CH:6][C:7]=1[O:8][CH2:9][C:10]1[CH:15]=[CH:14][C:13]([F:16])=[CH:12][C:11]=1[F:17], predict the reactants needed to synthesize it. The reactants are: [Br:1][C:2]1[C:3](=[O:27])[N:4]([CH2:18][C:19]2[CH:24]=[CH:23][C:22]([CH2:25]Cl)=[CH:21][CH:20]=2)[CH:5]=[CH:6][C:7]=1[O:8][CH2:9][C:10]1[CH:15]=[CH:14][C:13]([F:16])=[CH:12][C:11]=1[F:17].[CH3:28][NH:29][CH3:30]. (2) Given the product [F:26][C:27]1[CH:28]=[C:29]([NH:30][C:2]2[C:11]3=[N:12][NH:13][CH:14]=[C:10]3[C:9]3[CH:8]=[CH:7][CH:6]=[C:5]([O:24][CH3:25])[C:4]=3[N:3]=2)[CH:31]=[CH:32][C:33]=1[N:34]1[CH2:35][CH2:36][O:37][CH2:38][CH2:39]1, predict the reactants needed to synthesize it. The reactants are: Cl[C:2]1[C:11]2=[N:12][N:13](CC3C=CC(OC)=CC=3)[CH:14]=[C:10]2[C:9]2[CH:8]=[CH:7][CH:6]=[C:5]([O:24][CH3:25])[C:4]=2[N:3]=1.[F:26][C:27]1[CH:28]=[C:29]([CH:31]=[CH:32][C:33]=1[N:34]1[CH2:39][CH2:38][O:37][CH2:36][CH2:35]1)[NH2:30].Cl.